Dataset: Catalyst prediction with 721,799 reactions and 888 catalyst types from USPTO. Task: Predict which catalyst facilitates the given reaction. (1) Reactant: [N:1]1[C:10]2[C:5](=[CH:6][CH:7]=[CH:8][CH:9]=2)[CH:4]=[CH:3][C:2]=1[CH2:11][CH2:12]O.[NH:14]1[C:18](=[O:19])[CH2:17][CH2:16][C:15]1=[O:20].C1(P(C2C=CC=CC=2)C2C=CC=CC=2)C=CC=CC=1.CCOC(/N=N/C(OCC)=O)=O. Product: [N:1]1[C:10]2[C:5](=[CH:6][CH:7]=[CH:8][CH:9]=2)[CH:4]=[CH:3][C:2]=1[CH2:11][CH2:12][N:14]1[C:18](=[O:19])[CH2:17][CH2:16][C:15]1=[O:20]. The catalyst class is: 1. (2) Reactant: Br[C:2]1[N:10]2[C:5]([CH:6]=[N:7][C:8]([NH:11][C:12]3[CH:17]=[CH:16][C:15]([N:18]4[CH2:23][CH2:22][N:21]([CH3:24])[CH2:20][CH2:19]4)=[CH:14][CH:13]=3)=[N:9]2)=[CH:4][CH:3]=1.CC(C)([O-])C.[Na+].C(O)CO.CN(C)C=O.[CH3:40][O:41][C:42]1[CH:47]=[CH:46][CH:45]=[CH:44][C:43]=1[SH:48]. Product: [CH3:40][O:41][C:42]1[CH:47]=[CH:46][CH:45]=[CH:44][C:43]=1[S:48][C:2]1[N:10]2[C:5]([CH:6]=[N:7][C:8]([NH:11][C:12]3[CH:17]=[CH:16][C:15]([N:18]4[CH2:23][CH2:22][N:21]([CH3:24])[CH2:20][CH2:19]4)=[CH:14][CH:13]=3)=[N:9]2)=[CH:4][CH:3]=1. The catalyst class is: 205. (3) Reactant: [Br:1][C:2]1[CH:7]=[C:6]([F:8])[CH:5]=[C:4](F)[CH:3]=1.[C:10](#[N:14])[CH:11]([CH3:13])[CH3:12].[Li+].C[Si]([N-][Si](C)(C)C)(C)C. Product: [Br:1][C:2]1[CH:3]=[C:4]([C:11]([CH3:13])([CH3:12])[C:10]#[N:14])[CH:5]=[C:6]([F:8])[CH:7]=1. The catalyst class is: 1. (4) Reactant: Cl[C:2]1[CH:7]=[CH:6][N:5]=[C:4]([C:8]2[N:12]3[CH:13]=[C:14]([F:17])[CH:15]=[CH:16][C:11]3=[N:10][CH:9]=2)[N:3]=1.[F:18][C:19]1[CH:20]=[CH:21][C:22]([C@@H:25]([NH2:27])[CH3:26])=[N:23][CH:24]=1.C(N(C(C)C)CC)(C)C. Product: [F:17][C:14]1[CH:15]=[CH:16][C:11]2[N:12]([C:8]([C:4]3[N:3]=[C:2]([NH:27][C@H:25]([C:22]4[CH:21]=[CH:20][C:19]([F:18])=[CH:24][N:23]=4)[CH3:26])[CH:7]=[CH:6][N:5]=3)=[CH:9][N:10]=2)[CH:13]=1. The catalyst class is: 1. (5) Reactant: Cl.Cl.[C@H]1(CN2CCC(N[C:21]([C:23]3[NH:24][C:25]4[C:30]([CH:31]=3)=[C:29]([O:32][CH2:33][C:34]3[C:38]5[CH:39]=[CH:40][CH:41]=[CH:42][C:37]=5[O:36][CH:35]=3)[CH:28]=[CH:27][CH:26]=4)=[O:22])CC2)[C@@H]2N(CCCC2)CCC1.CCN(C(C)C)C(C)C.[C:52]([O:56][C:57]([N:59]1[CH2:64][CH2:63][CH:62]([NH2:65])[CH2:61][CH2:60]1)=[O:58])([CH3:55])([CH3:54])[CH3:53].C1CN([P+](ON2N=NC3C=CC=CC2=3)(N2CCCC2)N2CCCC2)CC1.F[P-](F)(F)(F)(F)F. Product: [C:52]([O:56][C:57]([N:59]1[CH2:64][CH2:63][CH:62]([NH:65][C:21]([C:23]2[NH:24][C:25]3[C:30]([CH:31]=2)=[C:29]([O:32][CH2:33][C:34]2[C:38]4[CH:39]=[CH:40][CH:41]=[CH:42][C:37]=4[O:36][CH:35]=2)[CH:28]=[CH:27][CH:26]=3)=[O:22])[CH2:61][CH2:60]1)=[O:58])([CH3:55])([CH3:53])[CH3:54]. The catalyst class is: 42. (6) The catalyst class is: 1. Reactant: [H-].[Al+3].[Li+].[H-].[H-].[H-].[CH2:7]([N:9]1[CH2:14][CH:13]2[CH:11]([CH:12]2[C:15]2[CH:20]=[CH:19][CH:18]=[C:17]([F:21])[CH:16]=2)[C:10]1=O)[CH3:8].O. Product: [CH2:7]([N:9]1[CH2:10][CH:11]2[CH:13]([CH:12]2[C:15]2[CH:20]=[CH:19][CH:18]=[C:17]([F:21])[CH:16]=2)[CH2:14]1)[CH3:8]. (7) Reactant: [OH:1][CH2:2][C@H:3]([NH:5][C:6](=[O:12])[O:7][C:8]([CH3:11])([CH3:10])[CH3:9])[CH3:4].C(N(CC)CC)C.[CH3:20][S:21](Cl)(=[O:23])=[O:22]. Product: [CH3:20][S:21]([O:1][CH2:2][C@H:3]([NH:5][C:6]([O:7][C:8]([CH3:11])([CH3:10])[CH3:9])=[O:12])[CH3:4])(=[O:23])=[O:22]. The catalyst class is: 4.